From a dataset of Catalyst prediction with 721,799 reactions and 888 catalyst types from USPTO. Predict which catalyst facilitates the given reaction. (1) Product: [Cl:1][C:2]1[N:3]=[N:4][C:5]([C:10]2[CH:15]=[CH:14][CH:13]=[CH:12][CH:11]=2)=[CH:6][C:7]=1[CH:8]([CH3:16])[CH3:9]. The catalyst class is: 1. Reactant: [Cl:1][C:2]1[N:3]=[N:4][C:5]([C:10]2[CH:15]=[CH:14][CH:13]=[CH:12][CH:11]=2)=[CH:6][C:7]=1[CH2:8][CH3:9].[CH:16]([N-]C(C)C)(C)C.[Li+].CCCCCCC.O1CCCC1.C(C1C=CC=CC=1)C.CI. (2) Reactant: Cl[CH2:2][CH2:3][CH2:4][N:5]1[CH2:9][CH:8]2[O:10][CH2:11][CH2:12][O:13][CH:7]2[CH2:6]1.[F:14][C:15]1[CH:20]=[C:19]([Br:21])[CH:18]=[CH:17][C:16]=1[NH:22][C:23]1[C:32]2[C:27](=[CH:28][C:29]([O:34][CH3:35])=[C:30]([OH:33])[CH:31]=2)[N:26]=[CH:25][N:24]=1.C([O-])([O-])=O.[K+].[K+]. Product: [Br:21][C:19]1[CH:18]=[CH:17][C:16]([NH:22][C:23]2[C:32]3[C:27](=[CH:28][C:29]([O:34][CH3:35])=[C:30]([O:33][CH2:2][CH2:3][CH2:4][N:5]4[CH2:9][CH:8]5[O:10][CH2:11][CH2:12][O:13][CH:7]5[CH2:6]4)[CH:31]=3)[N:26]=[CH:25][N:24]=2)=[C:15]([F:14])[CH:20]=1. The catalyst class is: 639. (3) Reactant: Cl[C:2]1[N:7]=[C:6]([NH:8][C@H:9]([C:11]2[CH:16]=[CH:15][CH:14]=[CH:13][CH:12]=2)[CH3:10])[CH:5]=[N:4][CH:3]=1.CC1(C)C(C)(C)OB([C:25]2[CH:31]=[CH:30][C:28]([NH2:29])=[CH:27][CH:26]=2)O1.C([O-])([O-])=O.[Na+].[Na+]. Product: [NH2:29][C:28]1[CH:30]=[CH:31][C:25]([C:2]2[N:7]=[C:6]([NH:8][C@H:9]([C:11]3[CH:16]=[CH:15][CH:14]=[CH:13][CH:12]=3)[CH3:10])[CH:5]=[N:4][CH:3]=2)=[CH:26][CH:27]=1. The catalyst class is: 398. (4) Reactant: C[O:2][C:3]([C:5]1[C:13]2[C:8](=[CH:9][N:10]=[CH:11][CH:12]=2)[N:7]([CH2:14][CH2:15][O:16][CH3:17])[CH:6]=1)=[O:4].[OH-].[Na+].Cl. Product: [CH3:17][O:16][CH2:15][CH2:14][N:7]1[C:8]2=[CH:9][N:10]=[CH:11][CH:12]=[C:13]2[C:5]([C:3]([OH:4])=[O:2])=[CH:6]1. The catalyst class is: 5. (5) Reactant: [CH2:1]([C:3]1[S:7][C:6]([C:8]2[CH:13]=[N:12][CH:11]=[CH:10][N:9]=2)=[N:5][C:4]=1[OH:14])[CH3:2].[H-].[Na+].C1C=CC(N([S:24]([C:27]([F:30])([F:29])[F:28])(=[O:26])=[O:25])[S:24]([C:27]([F:30])([F:29])[F:28])(=[O:26])=[O:25])=CC=1.O. Product: [CH2:1]([C:3]1[S:7][C:6]([C:8]2[CH:13]=[N:12][CH:11]=[CH:10][N:9]=2)=[N:5][C:4]=1[O:14][S:24]([C:27]([F:30])([F:29])[F:28])(=[O:26])=[O:25])[CH3:2]. The catalyst class is: 1. (6) Reactant: Br[C:2]1[CH:3]=[C:4]([NH:8][C@@H:9]([C:12]2[CH:17]=[CH:16][CH:15]=[CH:14][C:13]=2[Cl:18])[CH2:10][OH:11])[CH:5]=[N:6][CH:7]=1.C([O-])([O-])=O.[K+].[K+].[NH:25]1[C:33]2[C:28](=[CH:29][C:30](B3OC(C)(C)C(C)(C)O3)=[CH:31][CH:32]=2)[CH2:27][C:26]1=[O:43]. Product: [Cl:18][C:13]1[CH:14]=[CH:15][CH:16]=[CH:17][C:12]=1[C@H:9]([NH:8][C:4]1[CH:3]=[C:2]([C:30]2[CH:29]=[C:28]3[C:33](=[CH:32][CH:31]=2)[NH:25][C:26](=[O:43])[CH2:27]3)[CH:7]=[N:6][CH:5]=1)[CH2:10][OH:11]. The catalyst class is: 108. (7) Reactant: [CH2:1]([C:3]1[C:7]2[CH:8]=[CH:9][CH:10]=[CH:11][C:6]=2[O:5][C:4]=1[CH:12]=O)[CH3:2].[CH3:14][NH2:15].[BH4-].[Na+]. Product: [CH2:1]([C:3]1[C:7]2[CH:8]=[CH:9][CH:10]=[CH:11][C:6]=2[O:5][C:4]=1[CH2:12][NH:15][CH3:14])[CH3:2]. The catalyst class is: 5.